From a dataset of Peptide-MHC class I binding affinity with 185,985 pairs from IEDB/IMGT. Regression. Given a peptide amino acid sequence and an MHC pseudo amino acid sequence, predict their binding affinity value. This is MHC class I binding data. (1) The peptide sequence is LAYEHDVPI. The MHC is HLA-B27:03 with pseudo-sequence HLA-B27:03. The binding affinity (normalized) is 0.0847. (2) The peptide sequence is RVYNNTARY. The MHC is HLA-A02:03 with pseudo-sequence HLA-A02:03. The binding affinity (normalized) is 0.0847.